Dataset: Catalyst prediction with 721,799 reactions and 888 catalyst types from USPTO. Task: Predict which catalyst facilitates the given reaction. (1) Reactant: CCN(C(C)C)C(C)C.Cl.[NH2:11][CH2:12][C:13]([N:15]1[CH2:20][CH2:19][N:18]([C:21](=[O:32])[C:22]2[CH:27]=[CH:26][CH:25]=[CH:24][C:23]=2[C:28]([F:31])([F:30])[F:29])[CH2:17][CH2:16]1)=[O:14].C1C=CC2N(O)N=NC=2C=1.CCN=C=NCCCN(C)C.[NH:54]1[C:62]2[C:57](=[CH:58][CH:59]=[CH:60][CH:61]=2)[C:56]([C:63](O)=[O:64])=[CH:55]1. Product: [O:14]=[C:13]([N:15]1[CH2:16][CH2:17][N:18]([C:21](=[O:32])[C:22]2[CH:27]=[CH:26][CH:25]=[CH:24][C:23]=2[C:28]([F:31])([F:29])[F:30])[CH2:19][CH2:20]1)[CH2:12][NH:11][C:63]([C:56]1[C:57]2[C:62](=[CH:61][CH:60]=[CH:59][CH:58]=2)[NH:54][CH:55]=1)=[O:64]. The catalyst class is: 18. (2) Reactant: C1(OC)C=CC=CC=1.FC(F)(F)C(O)=O.C(OC(=O)[C:22]1[CH:27]=[C:26]([C:28]2[CH:33]=[C:32]([S:34][CH2:35][CH2:36][C:37](=[O:52])[NH:38][CH2:39][CH2:40][CH2:41][CH2:42][CH2:43][NH:44][C:45]([O:47]C(C)(C)C)=O)[N:31]=[C:30]([NH2:53])[N:29]=2)[C:25]([CH3:54])=[CH:24][C:23]=1[CH3:55])(C)(C)C.ON1C2C=CC=CC=2N=N1.C(N(C(C)C)CC)(C)C.Cl.C(N=C=NCCCN(C)C)C. Product: [NH2:53][C:30]1[N:31]=[C:32]2[CH:33]=[C:28]([C:26]3[CH:27]=[C:22]([C:45](=[O:47])[NH:44][CH2:43][CH2:42][CH2:41][CH2:40][CH2:39][NH:38][C:37](=[O:52])[CH2:36][CH2:35][S:34]2)[C:23]([CH3:55])=[CH:24][C:25]=3[CH3:54])[N:29]=1. The catalyst class is: 4. (3) Reactant: [Cl:1][C:2]1[CH:3]=[CH:4][C:5]([F:18])=[C:6]([C:8]2[CH:9]=[C:10]([CH:14]=[C:15]([CH3:17])[N:16]=2)C(O)=O)[CH:7]=1.P([N:35]=[N+]=[N-])(=O)(OC1C=CC=CC=1)OC1C=CC=CC=1.C(N(CC)CC)C.CC(O)(C)C. Product: [Cl:1][C:2]1[CH:3]=[CH:4][C:5]([F:18])=[C:6]([C:8]2[CH:9]=[C:10]([NH2:35])[CH:14]=[C:15]([CH3:17])[N:16]=2)[CH:7]=1. The catalyst class is: 11. (4) Reactant: CO.[CH3:3][Si:4]([CH3:34])([CH3:33])[CH2:5][CH2:6][O:7][CH2:8][N:9]1[C:13]2[CH:14]=[N:15][N:16]([CH2:19][O:20][CH2:21][CH2:22][Si:23]([CH3:26])([CH3:25])[CH3:24])[C:17](=[O:18])[C:12]=2[C:11]([C:27]#[C:28][Si](C)(C)C)=[CH:10]1.C(=O)([O-])[O-].[K+].[K+].[Cl-].[Na+]. Product: [C:27]([C:11]1[C:12]2[C:17](=[O:18])[N:16]([CH2:19][O:20][CH2:21][CH2:22][Si:23]([CH3:24])([CH3:25])[CH3:26])[N:15]=[CH:14][C:13]=2[N:9]([CH2:8][O:7][CH2:6][CH2:5][Si:4]([CH3:33])([CH3:3])[CH3:34])[CH:10]=1)#[CH:28]. The catalyst class is: 6.